Dataset: Reaction yield outcomes from USPTO patents with 853,638 reactions. Task: Predict the reaction yield, written as a fraction of the theoretical maximum amount of product (1.0 means a 100% yield; for example, 0.34 means a 34% yield). The reactants are [O:1]1[C:5]2[CH:6]=[CH:7][C:8]([CH2:10][C:11]#N)=[CH:9][C:4]=2[O:3][CH2:2]1.Br[CH2:14][CH2:15]Cl.[OH-:17].[Na+].[OH2:19]. The catalyst is [Cl-].C([N+](CC)(CC)CC)C1C=CC=CC=1. The product is [O:1]1[C:5]2[CH:6]=[CH:7][C:8]([C:10]3([C:11]([OH:19])=[O:17])[CH2:15][CH2:14]3)=[CH:9][C:4]=2[O:3][CH2:2]1. The yield is 0.800.